Dataset: Forward reaction prediction with 1.9M reactions from USPTO patents (1976-2016). Task: Predict the product of the given reaction. Given the reactants [CH2:1]([O:19][C:20]1[CH:21]=[C:22]([CH:45]=[CH:46][C:47](OC)=[O:48])[CH:23]=[C:24]([O:26][CH2:27][CH2:28][CH2:29][CH2:30][CH2:31][CH2:32][CH2:33][CH2:34]/[CH:35]=[CH:36]\[CH2:37]/[CH:38]=[CH:39]\[CH2:40][CH2:41][CH2:42][CH2:43][CH3:44])[CH:25]=1)[CH2:2][CH2:3][CH2:4][CH2:5][CH2:6][CH2:7][CH2:8]/[CH:9]=[CH:10]\[CH2:11]/[CH:12]=[CH:13]\[CH2:14][CH2:15][CH2:16][CH2:17][CH3:18].[H-].[Al+3].[Li+].[H-].[H-].[H-], predict the reaction product. The product is: [CH2:1]([O:19][C:20]1[CH:21]=[C:22]([CH2:45][CH2:46][CH2:47][OH:48])[CH:23]=[C:24]([O:26][CH2:27][CH2:28][CH2:29][CH2:30][CH2:31][CH2:32][CH2:33][CH2:34]/[CH:35]=[CH:36]\[CH2:37]/[CH:38]=[CH:39]\[CH2:40][CH2:41][CH2:42][CH2:43][CH3:44])[CH:25]=1)[CH2:2][CH2:3][CH2:4][CH2:5][CH2:6][CH2:7][CH2:8]/[CH:9]=[CH:10]\[CH2:11]/[CH:12]=[CH:13]\[CH2:14][CH2:15][CH2:16][CH2:17][CH3:18].